From a dataset of Catalyst prediction with 721,799 reactions and 888 catalyst types from USPTO. Predict which catalyst facilitates the given reaction. (1) Reactant: Br[C:2]1[CH:7]=[CH:6][CH:5]=[C:4]([Cl:8])[C:3]=1[F:9].C([Li])CCC.[B:15](OC)([O:18]C)[O:16]C.Cl. Product: [Cl:8][C:4]1[C:3]([F:9])=[C:2]([B:15]([OH:18])[OH:16])[CH:7]=[CH:6][CH:5]=1. The catalyst class is: 392. (2) Reactant: [NH:1]1[C:10]2[C:5](=[CH:6][C:7]([O:11][C:12]3[CH:17]=[CH:16][N:15]=[C:14]([NH2:18])[N:13]=3)=[CH:8][CH:9]=2)[CH2:4][CH2:3][CH2:2]1.[F:19][C:20]([F:31])([F:30])[C:21]1[CH:22]=[C:23]([N:27]=[C:28]=[O:29])[CH:24]=[CH:25][CH:26]=1. Product: [F:19][C:20]([F:30])([F:31])[C:21]1[CH:22]=[C:23]([NH:27][C:28]([N:1]2[C:10]3[C:5](=[CH:6][C:7]([O:11][C:12]4[CH:17]=[CH:16][N:15]=[C:14]([NH2:18])[N:13]=4)=[CH:8][CH:9]=3)[CH2:4][CH2:3][CH2:2]2)=[O:29])[CH:24]=[CH:25][CH:26]=1. The catalyst class is: 1. (3) Reactant: [Br:1][C:2]1[C:10]2[C:5](=[N:6][CH:7]=[N:8][C:9]=2[NH2:11])[NH:4][N:3]=1.O[CH:13]1[CH2:18][N:17]([C:19]([O:21][C:22]([CH3:25])([CH3:24])[CH3:23])=[O:20])[CH:16]([CH3:26])[CH2:15][CH2:14]1.C1(P(C2C=CC=CC=2)C2C=CC=CC=2)C=CC=CC=1.CC(OC(/N=N/C(OC(C)C)=O)=O)C. Product: [NH2:11][C:9]1[N:8]=[CH:7][N:6]=[C:5]2[N:4]([CH:13]3[CH2:18][N:17]([C:19]([O:21][C:22]([CH3:25])([CH3:24])[CH3:23])=[O:20])[CH:16]([CH3:26])[CH2:15][CH2:14]3)[N:3]=[C:2]([Br:1])[C:10]=12. The catalyst class is: 1. (4) Reactant: Cl[C:2]([O:4][CH2:5][C:6]1[CH:11]=[CH:10][CH:9]=[CH:8][CH:7]=1)=[O:3].C(N(CC)CC)C.[C:19]([O:23][C:24]([NH:26][CH:27]1[CH2:30][NH:29][CH2:28]1)=[O:25])([CH3:22])([CH3:21])[CH3:20]. Product: [C:19]([O:23][C:24]([NH:26][CH:27]1[CH2:28][N:29]([C:2]([O:4][CH2:5][C:6]2[CH:11]=[CH:10][CH:9]=[CH:8][CH:7]=2)=[O:3])[CH2:30]1)=[O:25])([CH3:22])([CH3:20])[CH3:21]. The catalyst class is: 4. (5) Reactant: [C:1]([O:5][C:6]([NH:8][C:9]1[CH:10]=[N:11][CH:12]=[CH:13][CH:14]=1)=[O:7])([CH3:4])([CH3:3])[CH3:2].[Li]C(C)(C)C.[Cl:20][C:21]1[CH:26]=[CH:25][C:24]([N:27]=[C:28]=[O:29])=[CH:23][CH:22]=1. Product: [C:1]([O:5][C:6]([NH:8][C:9]1[CH:10]=[N:11][CH:12]=[CH:13][C:14]=1[C:28]([NH:27][C:24]1[CH:25]=[CH:26][C:21]([Cl:20])=[CH:22][CH:23]=1)=[O:29])=[O:7])([CH3:4])([CH3:2])[CH3:3]. The catalyst class is: 1. (6) Reactant: [CH2:1]1[C@H:6](N)[C@@H:5](O[C@H]2O[C@H](CN)[C@@H](O)[C@H](O)[C@H]2O)[C@H:4](O)[C@@H:3](O[C@H]2O[C@H](CO)[C@@H](O)[C@H](N)[C@H]2O)[C@@H:2]1N.CC(S[C@@H]1[O:43][C@H:42](CO)[C@H:41]([OH:46])[C@H:42]([OH:43])[C@H:41]1[OH:46])C.[CH3:57][CH2:58][CH2:59][CH2:60][CH2:61][CH2:62][CH2:63][CH2:64][CH2:57][CH2:58][CH2:59][CH2:60][CH2:61][CH2:62][CH2:63][CH3:64].C=CC1C=CC=CC=1. Product: [C:6]1([C@H:41]([OH:46])[CH2:42][OH:43])[CH:5]=[CH:4][CH:3]=[CH:2][CH:1]=1.[CH2:64]=[CH:63][C:62]1[CH:57]=[CH:58][CH:59]=[CH:60][CH:61]=1. The catalyst class is: 192. (7) Reactant: [Cl:1][C:2]1[CH:25]=[CH:24][C:5]([CH2:6][NH:7][C:8]([C:10]2[C:11](=[O:23])[C:12]3[S:19][C:18]([CH2:20]Cl)=[C:17]([CH3:22])[C:13]=3[N:14]([CH3:16])[CH:15]=2)=[O:9])=[CH:4][CH:3]=1.[CH3:26][NH:27][CH2:28][CH:29]([C:31]1[CH:36]=[C:35]([F:37])[C:34]([F:38])=[C:33]([F:39])[CH:32]=1)[OH:30].C(N(C(C)C)CC)(C)C. Product: [Cl:1][C:2]1[CH:25]=[CH:24][C:5]([CH2:6][NH:7][C:8]([C:10]2[C:11](=[O:23])[C:12]3[S:19][C:18]([CH2:20][N:27]([CH2:28][CH:29]([OH:30])[C:31]4[CH:32]=[C:33]([F:39])[C:34]([F:38])=[C:35]([F:37])[CH:36]=4)[CH3:26])=[C:17]([CH3:22])[C:13]=3[N:14]([CH3:16])[CH:15]=2)=[O:9])=[CH:4][CH:3]=1. The catalyst class is: 18.